Predict the reaction yield, written as a fraction of the theoretical maximum amount of product (1.0 means a 100% yield; for example, 0.34 means a 34% yield). From a dataset of Reaction yield outcomes from USPTO patents with 853,638 reactions. (1) The reactants are C([O:3][C:4]([C:6]1[N:7]([CH2:21][CH3:22])[CH:8]=[C:9]([C:11]#[C:12][C:13]2[CH:18]=[CH:17][CH:16]=[C:15]([O:19][CH3:20])[CH:14]=2)[CH:10]=1)=[O:5])C.[Li+].[OH-]. The catalyst is O1CCOCC1. The product is [CH2:21]([N:7]1[CH:8]=[C:9]([C:11]#[C:12][C:13]2[CH:18]=[CH:17][CH:16]=[C:15]([O:19][CH3:20])[CH:14]=2)[CH:10]=[C:6]1[C:4]([OH:5])=[O:3])[CH3:22]. The yield is 0.790. (2) The reactants are Cl[CH2:2][C:3]1[C:4]([C:11]2[C:16]([Cl:17])=[CH:15][CH:14]=[CH:13][C:12]=2[Cl:18])=[N:5][O:6][C:7]=1[CH:8]([CH3:10])[CH3:9].[OH:19][C:20]1[CH:25]=[CH:24][C:23]([C:26]2[CH:35]=[C:34]3[C:29]([CH:30]=[CH:31][CH:32]=[C:33]3[C:36]([O:38][CH3:39])=[O:37])=[CH:28][CH:27]=2)=[CH:22][CH:21]=1.C(=O)([O-])[O-].[Cs+].[Cs+]. The catalyst is CN(C)C=O. The product is [Cl:18][C:12]1[CH:13]=[CH:14][CH:15]=[C:16]([Cl:17])[C:11]=1[C:4]1[C:3]([CH2:2][O:19][C:20]2[CH:21]=[CH:22][C:23]([C:26]3[CH:35]=[C:34]4[C:29]([CH:30]=[CH:31][CH:32]=[C:33]4[C:36]([O:38][CH3:39])=[O:37])=[CH:28][CH:27]=3)=[CH:24][CH:25]=2)=[C:7]([CH:8]([CH3:10])[CH3:9])[O:6][N:5]=1. The yield is 0.750. (3) The reactants are [C:1]([O:5][C:6](=[O:19])[C@@H:7]([NH:9][C:10]1[CH:15]=[CH:14][CH:13]=[CH:12][C:11]=1[N+:16]([O-])=O)[CH3:8])([CH3:4])([CH3:3])[CH3:2]. The catalyst is CO.[Pd]. The product is [C:1]([O:5][C:6](=[O:19])[C@@H:7]([NH:9][C:10]1[CH:15]=[CH:14][CH:13]=[CH:12][C:11]=1[NH2:16])[CH3:8])([CH3:2])([CH3:3])[CH3:4]. The yield is 1.00.